Dataset: Forward reaction prediction with 1.9M reactions from USPTO patents (1976-2016). Task: Predict the product of the given reaction. (1) Given the reactants C(N(C(C)C)CC)(C)C.Cl[C:11]([O:13][CH2:14][CH:15]=[CH2:16])=[O:12].Cl.[NH2:18][CH:19]([C:26]1[CH:31]=[CH:30][CH:29]=[C:28]([N+:32]([O-:34])=[O:33])[CH:27]=1)[CH2:20][C:21]([O:23][CH2:24][CH3:25])=[O:22].Cl, predict the reaction product. The product is: [CH2:14]([O:13][C:11]([NH:18][CH:19]([C:26]1[CH:31]=[CH:30][CH:29]=[C:28]([N+:32]([O-:34])=[O:33])[CH:27]=1)[CH2:20][C:21]([O:23][CH2:24][CH3:25])=[O:22])=[O:12])[CH:15]=[CH2:16]. (2) Given the reactants Cl.[CH3:2][N:3]([CH2:25][CH:26]1[CH2:31][CH2:30][NH:29][CH2:28][CH2:27]1)[C:4](=[O:24])/[CH:5]=[CH:6]/[C:7]1[CH:12]=[CH:11][C:10]([C:13]([F:16])([F:15])[F:14])=[CH:9][C:8]=1[CH2:17][N:18]1[N:22]=[N:21][C:20]([CH3:23])=[N:19]1.[F:32][C:33]1[CH:41]=[CH:40][C:36]([C:37](O)=[O:38])=[CH:35][CH:34]=1.C(N(CC)CC)C.C(P1(=O)OP(CCC)(=O)OP(CCC)(=O)O1)CC, predict the reaction product. The product is: [F:32][C:33]1[CH:41]=[CH:40][C:36]([C:37]([N:29]2[CH2:30][CH2:31][CH:26]([CH2:25][N:3]([CH3:2])[C:4](=[O:24])/[CH:5]=[CH:6]/[C:7]3[CH:12]=[CH:11][C:10]([C:13]([F:16])([F:15])[F:14])=[CH:9][C:8]=3[CH2:17][N:18]3[N:22]=[N:21][C:20]([CH3:23])=[N:19]3)[CH2:27][CH2:28]2)=[O:38])=[CH:35][CH:34]=1. (3) Given the reactants C(Cl)(=O)C(Cl)=O.CS(C)=O.[CH:11]1([CH:14]([OH:42])[C:15]2[C:39]([F:40])=[CH:38][C:18]([CH2:19][O:20][CH2:21][C@@H:22]3[CH2:24][C@@H:23]3[CH:25]3[CH2:30][CH2:29][N:28]([C:31]([O:33][C:34]([CH3:37])([CH3:36])[CH3:35])=[O:32])[CH2:27][CH2:26]3)=[CH:17][C:16]=2[F:41])[CH2:13][CH2:12]1.CCN(CC)CC, predict the reaction product. The product is: [CH:11]1([C:14]([C:15]2[C:16]([F:41])=[CH:17][C:18]([CH2:19][O:20][CH2:21][C@@H:22]3[CH2:24][C@@H:23]3[CH:25]3[CH2:26][CH2:27][N:28]([C:31]([O:33][C:34]([CH3:37])([CH3:36])[CH3:35])=[O:32])[CH2:29][CH2:30]3)=[CH:38][C:39]=2[F:40])=[O:42])[CH2:13][CH2:12]1. (4) Given the reactants [Br:1][C:2]1[CH:7]=[CH:6][CH:5]=[CH:4][C:3]=1[CH2:8][CH2:9][NH:10][CH:11]([CH2:15][CH2:16][CH3:17])[CH2:12][CH2:13][CH3:14].C(N(CC)CC)C.Cl[C:26]([O:28][CH3:29])=[O:27].[Cl-].[NH4+], predict the reaction product. The product is: [CH3:29][O:28][C:26](=[O:27])[N:10]([CH2:9][CH2:8][C:3]1[CH:4]=[CH:5][CH:6]=[CH:7][C:2]=1[Br:1])[CH:11]([CH2:15][CH2:16][CH3:17])[CH2:12][CH2:13][CH3:14]. (5) Given the reactants [OH:1][C:2]1[CH:3]=[C:4]([CH:8]=[C:9]([O:11][C@@H:12]([CH3:16])[CH2:13][O:14][CH3:15])[CH:10]=1)[C:5]([OH:7])=[O:6].F[C:18]1[CH:30]=[CH:29][C:21]2[S:22](=[O:28])(=[O:27])[CH2:23][CH2:24][CH2:25][O:26][C:20]=2[CH:19]=1.C(=O)([O-])[O-].[K+].[K+], predict the reaction product. The product is: [O:28]=[S:22]1(=[O:27])[C:21]2[CH:29]=[CH:30][C:18]([O:1][C:2]3[CH:3]=[C:4]([CH:8]=[C:9]([O:11][C@@H:12]([CH3:16])[CH2:13][O:14][CH3:15])[CH:10]=3)[C:5]([OH:7])=[O:6])=[CH:19][C:20]=2[O:26][CH2:25][CH2:24][CH2:23]1. (6) The product is: [CH3:25][C:26]1[CH:27]=[CH:28][C:29]([N:35]2[N:39]=[CH:38][CH:37]=[N:36]2)=[C:30]([CH:34]=1)[C:31]([NH:1][C@@H:2]([CH3:7])[CH2:3][C:4]([O:6][CH3:8])=[O:5])=[O:32]. Given the reactants [NH2:1][C@@H:2]([CH3:7])[CH2:3][C:4]([OH:6])=[O:5].[CH2:8]1COCC1.[N+](=C[Si](C)(C)C)=[N-].CCOCC.[CH3:25][C:26]1[CH:27]=[CH:28][C:29]([N:35]2[N:39]=[CH:38][CH:37]=[N:36]2)=[C:30]([CH:34]=1)[C:31](O)=[O:32], predict the reaction product. (7) Given the reactants [F:1][C:2]([F:20])([F:19])[C:3]([NH:5][CH2:6][C@@H:7]1[CH2:11][CH2:10][N:9](C(OC(C)(C)C)=O)[CH2:8]1)=[O:4].[ClH:21], predict the reaction product. The product is: [ClH:21].[F:20][C:2]([F:1])([F:19])[C:3]([NH:5][CH2:6][C@@H:7]1[CH2:11][CH2:10][NH:9][CH2:8]1)=[O:4].